From a dataset of Reaction yield outcomes from USPTO patents with 853,638 reactions. Predict the reaction yield, written as a fraction of the theoretical maximum amount of product (1.0 means a 100% yield; for example, 0.34 means a 34% yield). The reactants are C([O:8][C:9]1[CH:10]=[CH:11][C:12]2[CH2:18][CH:17]([NH:19][C:20]([N:22]3[CH2:27][CH2:26][CH:25]([N:28]4[CH2:37][C:36]5[C:31](=[CH:32][CH:33]=[CH:34][CH:35]=5)[NH:30][C:29]4=[O:38])[CH2:24][CH2:23]3)=[O:21])[C:16](=[O:39])[N:15]([CH3:40])[CH2:14][C:13]=2[CH:41]=1)C1C=CC=CC=1.[H][H]. The catalyst is CO.[Pd]. The product is [OH:8][C:9]1[CH:10]=[CH:11][C:12]2[CH2:18][CH:17]([NH:19][C:20]([N:22]3[CH2:27][CH2:26][CH:25]([N:28]4[CH2:37][C:36]5[C:31](=[CH:32][CH:33]=[CH:34][CH:35]=5)[NH:30][C:29]4=[O:38])[CH2:24][CH2:23]3)=[O:21])[C:16](=[O:39])[N:15]([CH3:40])[CH2:14][C:13]=2[CH:41]=1. The yield is 1.00.